Task: Predict which catalyst facilitates the given reaction.. Dataset: Catalyst prediction with 721,799 reactions and 888 catalyst types from USPTO (1) Reactant: [O:1]1[C:6]2[CH:7]=[CH:8][C:9]([C:11]3[C:12]([C:18](=[O:23])[C:19]([O:21][CH3:22])=[O:20])=[C:13]([CH3:17])[S:14][C:15]=3[CH3:16])=[CH:10][C:5]=2[CH2:4][CH2:3][CH2:2]1.[CH3:24][Mg]Br. Product: [O:1]1[C:6]2[CH:7]=[CH:8][C:9]([C:11]3[C:12]([C:18]([OH:23])([CH3:24])[C:19]([O:21][CH3:22])=[O:20])=[C:13]([CH3:17])[S:14][C:15]=3[CH3:16])=[CH:10][C:5]=2[CH2:4][CH2:3][CH2:2]1. The catalyst class is: 27. (2) Reactant: [Cl:1][C:2]1[CH:3]=[C:4]([CH:21]=[C:22]([C:24]([F:27])([F:26])[F:25])[CH:23]=1)[C:5]([N:7]([CH2:9][C@H:10]([C:14]1[CH:19]=[CH:18][C:17]([F:20])=[CH:16][CH:15]=1)[CH2:11][CH:12]=O)[CH3:8])=[O:6].Cl.[NH:29]1[CH2:32][CH:31]([N:33]2[CH2:38][CH2:37][O:36][CH2:35][CH2:34]2)[CH2:30]1.C(N(CC)CC)C.C(O[BH-](OC(=O)C)OC(=O)C)(=O)C.[Na+]. Product: [Cl:1][C:2]1[CH:3]=[C:4]([CH:21]=[C:22]([C:24]([F:27])([F:25])[F:26])[CH:23]=1)[C:5]([N:7]([CH2:9][C@H:10]([C:14]1[CH:15]=[CH:16][C:17]([F:20])=[CH:18][CH:19]=1)[CH2:11][CH2:12][N:29]1[CH2:32][CH:31]([N:33]2[CH2:38][CH2:37][O:36][CH2:35][CH2:34]2)[CH2:30]1)[CH3:8])=[O:6]. The catalyst class is: 5.